This data is from Catalyst prediction with 721,799 reactions and 888 catalyst types from USPTO. The task is: Predict which catalyst facilitates the given reaction. (1) Reactant: [NH:1]1[CH2:6][CH2:5][CH:4]([C:7]([NH2:9])=[O:8])[CH2:3][CH2:2]1.[OH-].[Na+].Br[CH2:13][CH2:14][CH2:15][Cl:16]. Product: [Cl:16][CH2:15][CH2:14][CH2:13][N:1]1[CH2:6][CH2:5][CH:4]([C:7]([NH2:9])=[O:8])[CH2:3][CH2:2]1. The catalyst class is: 21. (2) Reactant: [O:1]=[C:2]1[CH:11]=[CH:10][C:9]2[CH:8]=[CH:7][C:6](=[O:12])[N:5]3[C@H:13]([CH2:15][N:16]4[CH2:21][CH2:20][CH:19]([NH:22]C(=O)OC(C)(C)C)[CH2:18][CH2:17]4)[CH2:14][N:3]1[C:4]=23.[ClH:30].CO. Product: [ClH:30].[ClH:30].[NH2:22][CH:19]1[CH2:18][CH2:17][N:16]([CH2:15][C@H:13]2[N:5]3[C:4]4[N:3]([C:2](=[O:1])[CH:11]=[CH:10][C:9]=4[CH:8]=[CH:7][C:6]3=[O:12])[CH2:14]2)[CH2:21][CH2:20]1. The catalyst class is: 22. (3) Reactant: [F:1][C:2]1[CH:7]=[CH:6][CH:5]=[CH:4][C:3]=1[NH:8][C:9](=[S:35])[NH:10][C:11]1[CH:16]=[CH:15][C:14]([C:17]2[CH:18]=[C:19]3[C:23](=[CH:24][CH:25]=2)[C:22](=[O:26])[N:21]([C@@H:27]([CH:32]([CH3:34])[CH3:33])[C:28]([O:30]C)=[O:29])[CH2:20]3)=[CH:13][CH:12]=1.CO.[Li+].[OH-].Cl. Product: [F:1][C:2]1[CH:7]=[CH:6][CH:5]=[CH:4][C:3]=1[NH:8][C:9](=[S:35])[NH:10][C:11]1[CH:12]=[CH:13][C:14]([C:17]2[CH:18]=[C:19]3[C:23](=[CH:24][CH:25]=2)[C:22](=[O:26])[N:21]([C@@H:27]([CH:32]([CH3:33])[CH3:34])[C:28]([OH:30])=[O:29])[CH2:20]3)=[CH:15][CH:16]=1. The catalyst class is: 20. (4) The catalyst class is: 23. Reactant: Cl[C:2]1[C:3]2[CH2:19][N:18]([C:20]3[N:24]([CH3:25])[N:23]=[C:22]([CH:26]([CH3:28])[CH3:27])[CH:21]=3)[CH2:17][CH2:16][C:4]=2[N:5]=[C:6]([C:8]2[C:13]([CH3:14])=[CH:12][CH:11]=[CH:10][C:9]=2[CH3:15])[N:7]=1.C(N(C(C)C)CC)(C)C.[CH3:38][C@@H:39]1[CH2:44][NH:43][CH2:42][CH2:41][NH:40]1.Br[CH2:46][C:47]([NH2:49])=[O:48]. Product: [CH3:15][C:9]1[CH:10]=[CH:11][CH:12]=[C:13]([CH3:14])[C:8]=1[C:6]1[N:7]=[C:2]([N:43]2[CH2:42][CH2:41][N:40]([CH2:46][C:47]([NH2:49])=[O:48])[C@H:39]([CH3:38])[CH2:44]2)[C:3]2[CH2:19][N:18]([C:20]3[N:24]([CH3:25])[N:23]=[C:22]([CH:26]([CH3:28])[CH3:27])[CH:21]=3)[CH2:17][CH2:16][C:4]=2[N:5]=1. (5) Reactant: C(OC([N:8]1[CH2:16][C@@H:15]2[C@H:10]([O:11][CH2:12][C:13]3[N:14]2[N:17]=[N:18][C:19]=3[C:20]2[CH:25]=[CH:24][CH:23]=[CH:22][C:21]=2[F:26])[CH2:9]1)=O)(C)(C)C.Cl.C1(N)C(F)=C(F)C(F)=C(N)C=1F.Cl.Cl. Product: [F:26][C:21]1[CH:22]=[CH:23][CH:24]=[CH:25][C:20]=1[C:19]1[N:18]=[N:17][N:14]2[C:13]=1[CH2:12][O:11][C@@H:10]1[CH2:9][NH:8][CH2:16][C@@H:15]21. The catalyst class is: 12. (6) Reactant: [F:1][C:2]1[CH:7]=[CH:6][CH:5]=[C:4]([F:8])[C:3]=1[C:9](=[O:16])[CH2:10][C:11]([O:13][CH2:14][CH3:15])=[O:12].C(N(CC)CC)C.C(NC1C=CC(S([N:37]=[N+:38]=[N-])(=O)=O)=CC=1)(=O)C. Product: [N+:37](=[C:10]([C:9]([C:3]1[C:2]([F:1])=[CH:7][CH:6]=[CH:5][C:4]=1[F:8])=[O:16])[C:11]([O:13][CH2:14][CH3:15])=[O:12])=[N-:38]. The catalyst class is: 10. (7) Reactant: C([O:9][CH2:10][CH2:11][CH2:12][CH2:13][C:14]1[S:15][C:16]([NH:19][C:20](=[O:33])[CH2:21][C:22]2[CH:27]=[CH:26][CH:25]=[C:24]([O:28][C:29]([F:32])([F:31])[F:30])[CH:23]=2)=[N:17][N:18]=1)(=O)C1C=CC=CC=1.[Li+].[OH-]. Product: [OH:9][CH2:10][CH2:11][CH2:12][CH2:13][C:14]1[S:15][C:16]([NH:19][C:20](=[O:33])[CH2:21][C:22]2[CH:27]=[CH:26][CH:25]=[C:24]([O:28][C:29]([F:31])([F:32])[F:30])[CH:23]=2)=[N:17][N:18]=1. The catalyst class is: 20. (8) Reactant: [CH3:1][C:2]1[C@H:3]([C:28]2[C:32]3[N:33]=[CH:34][N:35]=[C:36]([NH2:37])[C:31]=3[O:30][CH:29]=2)[O:4][CH:5]([CH2:7][O:8]C(C2C=CC=CC=2)(C2C=CC=CC=2)C2C=CC=CC=2)[CH:6]=1.Cl. Product: [NH2:37][C:36]1[C:31]2[O:30][CH:29]=[C:28]([C@@H:3]3[O:4][C@H:5]([CH2:7][OH:8])[CH:6]=[C:2]3[CH3:1])[C:32]=2[N:33]=[CH:34][N:35]=1. The catalyst class is: 12. (9) Reactant: [Br:1][C:2]1[CH:8]=[C:7]([Br:9])[CH:6]=[CH:5][C:3]=1N.N([O-])=O.[Na+].[I-:14].[K+].C(Cl)(Cl)Cl. Product: [Br:1][C:2]1[CH:8]=[C:7]([Br:9])[CH:6]=[CH:5][C:3]=1[I:14]. The catalyst class is: 6. (10) Reactant: [C:1]([C:3]1[CH:8]=[CH:7][C:6]([CH:9]2[N:14]([CH2:15][C:16]3[O:20][C:19]([C:21]([O:23]C)=[O:22])=[CH:18][CH:17]=3)[C:13](=[O:25])[N:12]([C:26]3[CH:31]=[CH:30][CH:29]=[C:28]([C:32]([F:35])([F:34])[F:33])[CH:27]=3)[C:11]([CH3:36])=[C:10]2[C:37]([C:39]2[O:40][CH:41]=[CH:42][CH:43]=2)=[O:38])=[CH:5][CH:4]=1)#[N:2].[OH-].[Li+].Cl.CO. Product: [C:1]([C:3]1[CH:8]=[CH:7][C:6]([CH:9]2[N:14]([CH2:15][C:16]3[O:20][C:19]([C:21]([OH:23])=[O:22])=[CH:18][CH:17]=3)[C:13](=[O:25])[N:12]([C:26]3[CH:31]=[CH:30][CH:29]=[C:28]([C:32]([F:35])([F:34])[F:33])[CH:27]=3)[C:11]([CH3:36])=[C:10]2[C:37]([C:39]2[O:40][CH:41]=[CH:42][CH:43]=2)=[O:38])=[CH:5][CH:4]=1)#[N:2]. The catalyst class is: 30.